From a dataset of Reaction yield outcomes from USPTO patents with 853,638 reactions. Predict the reaction yield, written as a fraction of the theoretical maximum amount of product (1.0 means a 100% yield; for example, 0.34 means a 34% yield). (1) The reactants are O(C1C=CC(CCCCN)=CC=1)CCOCCOC.[O:20]([C:34]1[CH:39]=[CH:38][C:37]([CH:40](C(OCC2C=CC=CC=2)=O)[CH2:41][CH2:42][CH2:43][NH2:44])=[CH:36][CH:35]=1)[CH2:21][CH2:22][O:23][CH2:24][CH2:25][O:26][CH2:27][CH2:28][O:29][CH2:30][CH2:31][O:32][CH3:33]. No catalyst specified. The product is [O:20]([C:34]1[CH:39]=[CH:38][C:37]([CH2:40][CH2:41][CH2:42][CH2:43][NH2:44])=[CH:36][CH:35]=1)[CH2:21][CH2:22][O:23][CH2:24][CH2:25][O:26][CH2:27][CH2:28][O:29][CH2:30][CH2:31][O:32][CH3:33]. The yield is 0.950. (2) The reactants are [Br:1][C:2]1[CH:7]=[CH:6][C:5]([NH:8][C:9]2[C:10]([C:19]([NH:21][NH2:22])=[O:20])=[CH:11][C:12]3[NH:16][CH:15]=[N:14][C:13]=3[C:17]=2[F:18])=[C:4]([CH3:23])[CH:3]=1.[N:24]#[C:25]Br.C([O-])(O)=O.[Na+]. The catalyst is O1CCOCC1.C(Cl)Cl.O.[Cl-].[Na+].O. The product is [NH2:24][C:25]1[O:20][C:19]([C:10]2[C:9]([NH:8][C:5]3[CH:6]=[CH:7][C:2]([Br:1])=[CH:3][C:4]=3[CH3:23])=[C:17]([F:18])[C:13]3[N:14]=[CH:15][NH:16][C:12]=3[CH:11]=2)=[N:21][N:22]=1. The yield is 0.550. (3) The reactants are [I:1][C:2]1[CH:3]=[C:4]2[C:9](=[CH:10][CH:11]=1)[N:8]=[CH:7][NH:6][C:5]2=O.O=S(Cl)[Cl:15]. The catalyst is CN(C=O)C. The product is [Cl:15][C:5]1[C:4]2[C:9](=[CH:10][CH:11]=[C:2]([I:1])[CH:3]=2)[N:8]=[CH:7][N:6]=1. The yield is 0.700. (4) The reactants are [C:1]([OH:9])(=O)[C:2]1[CH:7]=[CH:6][CH:5]=[N:4][CH:3]=1.C(Cl)(=O)C(Cl)=O.[CH3:16][O:17][C:18](=[O:40])[C@H:19]([CH2:36][CH2:37][S:38][CH3:39])[NH:20][C:21](=[O:35])[C:22]1[CH:27]=[CH:26][C:25]([NH2:28])=[CH:24][C:23]=1[C:29]1[CH:34]=[CH:33][CH:32]=[CH:31][CH:30]=1.C([O-])(O)=O.[Na+]. The catalyst is ClCCl.CN(C=O)C. The product is [CH3:16][O:17][C:18](=[O:40])[C@H:19]([CH2:36][CH2:37][S:38][CH3:39])[NH:20][C:21](=[O:35])[C:22]1[CH:27]=[CH:26][C:25]([NH:28][C:1]([C:2]2[CH:3]=[N:4][CH:5]=[CH:6][CH:7]=2)=[O:9])=[CH:24][C:23]=1[C:29]1[CH:30]=[CH:31][CH:32]=[CH:33][CH:34]=1. The yield is 0.960. (5) The reactants are [C:1]([NH:9][C:10]1[S:11][C:12]([C:16]([OH:18])=O)=[C:13]([CH3:15])[N:14]=1)(=[O:8])[C:2]1[CH:7]=[CH:6][CH:5]=[CH:4][CH:3]=1.CN1CCOCC1.C(OC(Cl)=O)C(C)C.[CH2:34]([CH:36]([NH2:43])[C:37]1[CH:42]=[CH:41][CH:40]=[CH:39][CH:38]=1)[CH3:35]. The catalyst is O1CCCC1. The product is [C:37]1([CH:36]([NH:43][C:16]([C:12]2[S:11][C:10]([NH:9][C:1](=[O:8])[C:2]3[CH:3]=[CH:4][CH:5]=[CH:6][CH:7]=3)=[N:14][C:13]=2[CH3:15])=[O:18])[CH2:34][CH3:35])[CH:42]=[CH:41][CH:40]=[CH:39][CH:38]=1. The yield is 0.190. (6) The reactants are [Cl:1][C:2]1[N:3]=[C:4](Cl)[C:5]2[CH2:11][S:10][CH2:9][CH2:8][C:6]=2[N:7]=1.CCN(CC)CC.[CH3:20][C@H:21]1[CH2:26][O:25][CH2:24][CH2:23][NH:22]1. The catalyst is CN(C=O)C. The product is [Cl:1][C:2]1[N:3]=[C:4]([N:22]2[CH2:23][CH2:24][O:25][CH2:26][C@@H:21]2[CH3:20])[C:5]2[CH2:11][S:10][CH2:9][CH2:8][C:6]=2[N:7]=1. The yield is 0.580.